Dataset: Full USPTO retrosynthesis dataset with 1.9M reactions from patents (1976-2016). Task: Predict the reactants needed to synthesize the given product. (1) Given the product [CH3:38][C:37]1([O:39][Si:42]([CH2:45][CH3:46])([CH2:43][CH3:44])[CH2:40][CH3:41])[CH2:48][CH:36]1[O:35][C@H:32]1[CH2:31][CH2:30][C@H:29]([N:3]2[C:2](=[O:1])[C:7]([CH2:8][C:9]3[CH:10]=[CH:11][C:12]([C:15]4[C:16]([C:21]#[N:22])=[CH:17][CH:18]=[CH:19][CH:20]=4)=[CH:13][CH:14]=3)=[C:6]([CH2:23][CH2:24][CH3:25])[N:5]3[N:26]=[CH:27][CH:28]=[C:4]23)[CH2:34][CH2:33]1, predict the reactants needed to synthesize it. The reactants are: [O:1]=[C:2]1[C:7]([CH2:8][C:9]2[CH:14]=[CH:13][C:12]([C:15]3[C:16]([C:21]#[N:22])=[CH:17][CH:18]=[CH:19][CH:20]=3)=[CH:11][CH:10]=2)=[C:6]([CH2:23][CH2:24][CH3:25])[N:5]2[N:26]=[CH:27][CH:28]=[C:4]2[N:3]1[C@H:29]1[CH2:34][CH2:33][C@H:32]([O:35][CH2:36][C:37](=[O:39])[CH3:38])[CH2:31][CH2:30]1.[CH2:40]([Si:42](Cl)([CH2:45][CH3:46])[CH2:43][CH3:44])[CH3:41].[CH3:48][Si](C)(C)[N-][Si](C)(C)C.[Li+].C(OCC)(=O)C. (2) Given the product [CH3:1][O:2][C:3]1[CH:4]=[C:5]2[C:10](=[C:11]3[CH2:15][C:14]([CH3:17])([CH3:16])[O:13][C:12]=13)[C:9]([C:18]1[CH:19]=[CH:20][C:21]([NH:24][S:28]([CH3:27])(=[O:30])=[O:29])=[CH:22][CH:23]=1)=[N:8][C:7]([CH3:26])([CH3:25])[CH2:6]2, predict the reactants needed to synthesize it. The reactants are: [CH3:1][O:2][C:3]1[CH:4]=[C:5]2[C:10](=[C:11]3[CH2:15][C:14]([CH3:17])([CH3:16])[O:13][C:12]=13)[C:9]([C:18]1[CH:23]=[CH:22][C:21]([NH2:24])=[CH:20][CH:19]=1)=[N:8][C:7]([CH3:26])([CH3:25])[CH2:6]2.[CH3:27][S:28](Cl)(=[O:30])=[O:29].O. (3) Given the product [C:26]([NH:25][CH:22]1[CH2:21][CH2:20][CH2:19][CH2:24][CH2:23]1)([NH:27][CH:28]1[CH2:33][CH2:32][CH2:31][CH2:30][CH2:29]1)=[O:1], predict the reactants needed to synthesize it. The reactants are: [OH:1]C1CCN(C2C=CC(C(OCC)=O)=CC=2)CC1.[CH2:19]1[CH2:24][CH2:23][CH:22]([N:25]=[C:26]=[N:27][CH:28]2[CH2:33][CH2:32][CH2:31][CH2:30][CH2:29]2)[CH2:21][CH2:20]1.CS(C)=O.N1C=CC=CC=1.C(O)(C(F)(F)F)=O.